Dataset: Full USPTO retrosynthesis dataset with 1.9M reactions from patents (1976-2016). Task: Predict the reactants needed to synthesize the given product. Given the product [CH2:24]([O:23][C:21]1[CH:20]=[CH:19][C:17]2[NH:18][C:13]([C:4]3[C:3](=[O:33])[N:2]([N:1]=[C:34]4[CH2:37][CH2:36][CH2:35]4)[C:11]4[C:6]([C:5]=3[OH:12])=[CH:7][CH:8]=[CH:9][CH:10]=4)=[N:14][S:15](=[O:32])(=[O:31])[C:16]=2[CH:22]=1)[C:25]1[CH:26]=[CH:27][CH:28]=[CH:29][CH:30]=1, predict the reactants needed to synthesize it. The reactants are: [NH2:1][N:2]1[C:11]2[C:6](=[CH:7][CH:8]=[CH:9][CH:10]=2)[C:5]([OH:12])=[C:4]([C:13]2[NH:18][C:17]3[CH:19]=[CH:20][C:21]([O:23][CH2:24][C:25]4[CH:30]=[CH:29][CH:28]=[CH:27][CH:26]=4)=[CH:22][C:16]=3[S:15](=[O:32])(=[O:31])[N:14]=2)[C:3]1=[O:33].[C:34]1(=O)[CH2:37][CH2:36][CH2:35]1.